The task is: Predict the reactants needed to synthesize the given product.. This data is from Full USPTO retrosynthesis dataset with 1.9M reactions from patents (1976-2016). (1) Given the product [F:44][C:2]([F:1])([F:43])[C:3]1[CH:4]=[C:5]([C:13]([CH3:41])([CH3:42])[C:14]([N:16]([CH3:40])[C:17]2[C:18]([C:32]3[CH:37]=[CH:36][C:35]([F:38])=[CH:34][C:33]=3[CH3:39])=[CH:19][C:20]([C@H:23]3[N:27]([C:45]([O:47][C:48]([CH3:51])([CH3:50])[CH3:49])=[O:46])[C@@H:26]([C:28]([O:30][CH3:31])=[O:29])[CH2:25][CH2:24]3)=[N:21][CH:22]=2)=[O:15])[CH:6]=[C:7]([C:9]([F:11])([F:12])[F:10])[CH:8]=1, predict the reactants needed to synthesize it. The reactants are: [F:1][C:2]([F:44])([F:43])[C:3]1[CH:4]=[C:5]([C:13]([CH3:42])([CH3:41])[C:14]([N:16]([CH3:40])[C:17]2[C:18]([C:32]3[CH:37]=[CH:36][C:35]([F:38])=[CH:34][C:33]=3[CH3:39])=[CH:19][C:20]([C@H:23]3[NH:27][C@@H:26]([C:28]([O:30][CH3:31])=[O:29])[CH2:25][CH2:24]3)=[N:21][CH:22]=2)=[O:15])[CH:6]=[C:7]([C:9]([F:12])([F:11])[F:10])[CH:8]=1.[C:45](O[C:45]([O:47][C:48]([CH3:51])([CH3:50])[CH3:49])=[O:46])([O:47][C:48]([CH3:51])([CH3:50])[CH3:49])=[O:46]. (2) Given the product [CH3:25][O:24][C:21]1[CH:20]=[CH:19][C:18]([CH2:17][N:9]2[C:8]3[C:3]([C:4]([O:6][CH3:7])=[O:5])=[CH:2][NH:1][C:13](=[O:15])[C:12]=3[CH:11]=[CH:10]2)=[CH:23][CH:22]=1, predict the reactants needed to synthesize it. The reactants are: [NH2:1][CH:2]=[C:3]([C:8]1[N:9]([CH2:17][C:18]2[CH:23]=[CH:22][C:21]([O:24][CH3:25])=[CH:20][CH:19]=2)[CH:10]=[CH:11][C:12]=1[C:13]([O:15]C)=O)[C:4]([O:6][CH3:7])=[O:5].C(O[Na])(C)(C)C. (3) Given the product [CH3:1][O:2][C:3](=[O:20])[CH2:4][C:5]1[CH:10]=[C:9]([O:11][S:28]([C:31]([F:34])([F:33])[F:32])(=[O:30])=[O:29])[CH:8]=[C:7]([O:12][Si:13]([C:16]([CH3:17])([CH3:19])[CH3:18])([CH3:15])[CH3:14])[CH:6]=1, predict the reactants needed to synthesize it. The reactants are: [CH3:1][O:2][C:3](=[O:20])[CH2:4][C:5]1[CH:10]=[C:9]([OH:11])[CH:8]=[C:7]([O:12][Si:13]([C:16]([CH3:19])([CH3:18])[CH3:17])([CH3:15])[CH3:14])[CH:6]=1.C(N(CC)CC)C.[S:28](O[S:28]([C:31]([F:34])([F:33])[F:32])(=[O:30])=[O:29])([C:31]([F:34])([F:33])[F:32])(=[O:30])=[O:29]. (4) Given the product [N:1]1([CH2:7][CH2:8][CH2:9][CH2:10][NH2:11])[CH2:6][CH2:5][CH2:4][CH2:3][CH2:2]1, predict the reactants needed to synthesize it. The reactants are: [N:1]1([CH2:7][CH2:8][CH2:9][CH2:10][N:11]2C(=O)C3C(=CC=CC=3)C2=O)[CH2:6][CH2:5][CH2:4][CH2:3][CH2:2]1.O.NN. (5) The reactants are: ON1C(=O)CCC1=O.C[O:10][CH:11]=[CH:12][C:13](O)=O.Cl.[Cl:17][C:18]1[CH:23]=[CH:22][CH:21]=[CH:20][C:19]=1[NH:24][NH2:25].[OH-].[Na+].Cl. Given the product [Cl:17][C:18]1[CH:23]=[CH:22][CH:21]=[CH:20][C:19]=1[N:24]1[CH:13]=[CH:12][C:11]([OH:10])=[N:25]1, predict the reactants needed to synthesize it.